From a dataset of Reaction yield outcomes from USPTO patents with 853,638 reactions. Predict the reaction yield, written as a fraction of the theoretical maximum amount of product (1.0 means a 100% yield; for example, 0.34 means a 34% yield). (1) The reactants are [C:1]([O:5][C:6](=[O:16])[CH2:7][NH:8][C:9]([O:11][C:12]([CH3:15])([CH3:14])[CH3:13])=[O:10])([CH3:4])([CH3:3])[CH3:2].C[Si](C)(C)[N-][Si](C)(C)C.[Na+].Br[CH2:28][C:29]([CH3:31])=[CH2:30]. The catalyst is CN(C=O)C.CCOC(C)=O. The product is [C:1]([O:5][C:6](=[O:16])[CH2:7][N:8]([C:9]([O:11][C:12]([CH3:15])([CH3:14])[CH3:13])=[O:10])[CH2:30][C:29]([CH3:31])=[CH2:28])([CH3:3])([CH3:4])[CH3:2]. The yield is 0.820. (2) The reactants are [CH3:1][C:2]1[C:10]2[C:9]([C:11]([O:13]CC)=[O:12])=[CH:8][C:7](/[CH:16]=[CH:17]/[C:18]3[CH:23]=[CH:22][CH:21]=[CH:20][CH:19]=3)=[N:6][C:5]=2[N:4]([CH2:24][C:25]2[CH:30]=[CH:29][C:28]([O:31][C:32]3[CH:37]=[CH:36][CH:35]=[CH:34][CH:33]=3)=[CH:27][CH:26]=2)[N:3]=1.[OH-].[K+].C1COCC1. The catalyst is CC(O)C.O. The product is [CH3:1][C:2]1[C:10]2[C:9]([C:11]([OH:13])=[O:12])=[CH:8][C:7](/[CH:16]=[CH:17]/[C:18]3[CH:23]=[CH:22][CH:21]=[CH:20][CH:19]=3)=[N:6][C:5]=2[N:4]([CH2:24][C:25]2[CH:26]=[CH:27][C:28]([O:31][C:32]3[CH:37]=[CH:36][CH:35]=[CH:34][CH:33]=3)=[CH:29][CH:30]=2)[N:3]=1. The yield is 0.940. (3) The reactants are Cl.[C:2]1([C:8]2[N:13]=[N:12][C:11]([CH2:14][NH2:15])=[CH:10][CH:9]=2)[CH:7]=[CH:6][CH:5]=[CH:4][CH:3]=1.C(N(CC)CC)C.[N:23]1[CH:28]=[CH:27][CH:26]=[C:25]([S:29](Cl)(=[O:31])=[O:30])[CH:24]=1. The catalyst is C(Cl)Cl. The product is [C:2]1([C:8]2[N:13]=[N:12][C:11]([CH2:14][NH:15][S:29]([C:25]3[CH:24]=[N:23][CH:28]=[CH:27][CH:26]=3)(=[O:31])=[O:30])=[CH:10][CH:9]=2)[CH:3]=[CH:4][CH:5]=[CH:6][CH:7]=1. The yield is 0.870.